Dataset: Reaction yield outcomes from USPTO patents with 853,638 reactions. Task: Predict the reaction yield, written as a fraction of the theoretical maximum amount of product (1.0 means a 100% yield; for example, 0.34 means a 34% yield). (1) The reactants are [C:1]1(=[O:22])[N:5]([CH2:6][C:7]2[C:16]3[C:11](=[CH:12][CH:13]=[CH:14][CH:15]=3)[CH2:10][CH2:9][N:8]=2)[C:4](=[O:17])[C:3]2=[CH:18][CH:19]=[CH:20][CH:21]=[C:2]12.C1N=CN([C:28](N2C=NC=C2)=[O:29])C=1.CI.[NH:37]1[CH2:44][CH2:43][CH2:42][CH:38]1[C:39]([OH:41])=[O:40]. The catalyst is C1COCC1.C(Cl)Cl. The product is [O:22]=[C:1]1[C:2]2[C:3](=[CH:18][CH:19]=[CH:20][CH:21]=2)[C:4](=[O:17])[N:5]1[CH2:6][CH:7]1[C:16]2[C:11](=[CH:12][CH:13]=[CH:14][CH:15]=2)[CH2:10][CH2:9][N:8]1[C:28]([N:37]1[CH2:44][CH2:43][CH2:42][CH:38]1[C:39]([OH:41])=[O:40])=[O:29]. The yield is 0.240. (2) The yield is 0.640. The catalyst is O1CCCC1. The product is [Cl:13][C:10]1[CH:9]=[CH:8][C:7]([CH2:6][C:5]([CH3:15])([CH3:14])[CH2:4][NH2:1])=[CH:12][CH:11]=1. The reactants are [N:1]([CH2:4][C:5]([CH3:15])([CH3:14])[CH2:6][C:7]1[CH:12]=[CH:11][C:10]([Cl:13])=[CH:9][CH:8]=1)=[N+]=[N-].CP(C)C.O. (3) The reactants are Cl[C:2]1[C:3]([CH2:23][OH:24])=[C:4]([N:8]2[CH:17]=[CH:16][C:15]3[C:10](=[C:11]([F:21])[CH:12]=[C:13]([CH:18]4[CH2:20][CH2:19]4)[CH:14]=3)[C:9]2=[O:22])[CH:5]=[CH:6][CH:7]=1.[CH3:25][N:26]1[CH:31]=[C:30](B2OC(C)(C)C(C)(C)O2)[CH:29]=[C:28]([NH:41][C:42]2[CH:47]=[CH:46][C:45]([N:48]3[CH2:53][CH2:52][N:51]([CH3:54])[CH2:50][CH2:49]3)=[CH:44][N:43]=2)[C:27]1=[O:55].C([O-])([O-])=O.[K+].[K+]. The catalyst is CC([O-])=O.CC([O-])=O.[Pd+2].C1(P(C2CCCCC2)C2CCCCC2)CCCCC1.O. The product is [CH:18]1([C:13]2[CH:14]=[C:15]3[C:10](=[C:11]([F:21])[CH:12]=2)[C:9](=[O:22])[N:8]([C:4]2[CH:5]=[CH:6][CH:7]=[C:2]([C:30]4[CH:29]=[C:28]([NH:41][C:42]5[CH:47]=[CH:46][C:45]([N:48]6[CH2:49][CH2:50][N:51]([CH3:54])[CH2:52][CH2:53]6)=[CH:44][N:43]=5)[C:27](=[O:55])[N:26]([CH3:25])[CH:31]=4)[C:3]=2[CH2:23][OH:24])[CH:17]=[CH:16]3)[CH2:20][CH2:19]1. The yield is 0.830. (4) The reactants are [C:1](N1C=CN=C1)([N:3]1[CH:7]=[CH:6][N:5]=[CH:4]1)=[O:2].[CH2:13]([N:16]([CH:39]1[CH2:44][CH2:43][CH2:42][CH2:41][CH2:40]1)[C:17]1[N:22]=[C:21]([N:23]([CH2:30][CH:31]=[CH2:32])[CH:24]2[CH2:29][CH2:28][CH2:27][CH2:26][CH2:25]2)[N:20]=[C:19]([N:33]2[CH2:38][CH2:37][NH:36][CH2:35][CH2:34]2)[N:18]=1)[CH:14]=[CH2:15].C1CCN2C(=NCCC2)CC1.C(OCC)(=O)C. The product is [N:3]1([C:1]([N:36]2[CH2:35][CH2:34][N:33]([C:19]3[N:18]=[C:17]([N:16]([CH2:13][CH:14]=[CH2:15])[CH:39]4[CH2:40][CH2:41][CH2:42][CH2:43][CH2:44]4)[N:22]=[C:21]([N:23]([CH2:30][CH:31]=[CH2:32])[CH:24]4[CH2:25][CH2:26][CH2:27][CH2:28][CH2:29]4)[N:20]=3)[CH2:38][CH2:37]2)=[O:2])[CH:7]=[CH:6][N:5]=[CH:4]1. The catalyst is C1COCC1.CCCCCC. The yield is 0.808.